Predict the product of the given reaction. From a dataset of Forward reaction prediction with 1.9M reactions from USPTO patents (1976-2016). (1) The product is: [Cl:18][C:11]1[CH:10]=[C:9]2[C:14]([C:15]3[C:16](=[O:17])[C:4]4[CH:3]=[C:2]([C:45]#[C:46][C:51]([OH:33])([CH3:56])[CH3:52])[C:22]([O:23][CH2:24][C@H:25]5[CH2:29][O:28][C:27]([CH3:31])([CH3:30])[O:26]5)=[CH:21][C:5]=4[C:6]([CH3:20])([CH3:19])[C:7]=3[NH:8]2)=[CH:13][CH:12]=1. Given the reactants Br[C:2]1[C:22]([O:23][CH2:24][C@H:25]2[CH2:29][O:28][C:27]([CH3:31])([CH3:30])[O:26]2)=[CH:21][C:5]2[C:6]([CH3:20])([CH3:19])[C:7]3[NH:8][C:9]4[C:14]([C:15]=3[C:16](=[O:17])[C:4]=2[CH:3]=1)=[CH:13][CH:12]=[C:11]([Cl:18])[CH:10]=4.C(=O)([O-])[O-:33].[Cs+].[Cs+].C1(P(C2CCCCC2)[C:45]2C=CC=C[C:46]=2[C:51]2[C:56](C(C)C)=CC(C(C)C)=C[C:52]=2C(C)C)CCCCC1, predict the reaction product. (2) Given the reactants Cl.[C:2]([C:5]1[CH:10]=[CH:9][C:8]([C:11]2[CH2:15][C:14]3([CH2:20][CH2:19][NH:18][CH2:17][CH2:16]3)[O:13][N:12]=2)=[CH:7][CH:6]=1)([OH:4])=[O:3].C([BH3-])#N.[Br:24][C:25]1[CH:26]=[C:27]([CH:30]=[CH:31][C:32]=1[Cl:33])[CH:28]=O.CC(O)=O, predict the reaction product. The product is: [Br:24][C:25]1[CH:26]=[C:27]([CH:30]=[CH:31][C:32]=1[Cl:33])[CH2:28][N:18]1[CH2:19][CH2:20][C:14]2([O:13][N:12]=[C:11]([C:8]3[CH:9]=[CH:10][C:5]([C:2]([OH:4])=[O:3])=[CH:6][CH:7]=3)[CH2:15]2)[CH2:16][CH2:17]1. (3) Given the reactants [CH3:1][N:2]([CH2:4]CCC1(C2C=CC(F)=CC=2)OCC2C=C(C#N)C=CC1=2)[CH3:3].Br.CNCC[CH:30]([O:37][C:38]1[CH:39]=[CH:40][C:41]([C:44](F)(F)F)=[CH:42][CH:43]=1)C1C=CC=CC=1.Cl.COCCCC/C(/C1C=CC(C(F)(F)F)=CC=1)=N\OCCN.C(/C(O)=O)=C/C(O)=O.C1C([C@H]2[C@H](CO[C:93]3[CH:94]=[CH:95][C:96]4OC[O:99][C:97]=4[CH:98]=3)CNCC2)=CC=C(F)C=1.Cl, predict the reaction product. The product is: [CH3:1][N:2]([CH2:4][CH:44]([C:97]1([OH:99])[CH2:98][CH2:93][CH2:94][CH2:95][CH2:96]1)[C:41]1[CH:40]=[CH:39][C:38]([O:37][CH3:30])=[CH:43][CH:42]=1)[CH3:3]. (4) The product is: [OH:30][CH2:29][C:26]1[CH:25]=[CH:24][C:23]([CH:13]([C:12]([NH:11][C:7]2[CH:6]=[C:5]3[C:10](=[CH:9][CH:8]=2)[CH:1]=[N:2][CH:3]=[CH:4]3)=[O:41])[CH2:14][NH:15][C:16](=[O:22])[O:17][C:18]([CH3:20])([CH3:21])[CH3:19])=[CH:28][CH:27]=1. Given the reactants [CH:1]1[C:10]2[C:5](=[CH:6][C:7]([NH:11][C:12](=[O:41])[CH:13]([C:23]3[CH:28]=[CH:27][C:26]([CH2:29][O:30][Si](C(C)C)(C(C)C)C(C)C)=[CH:25][CH:24]=3)[CH2:14][NH:15][C:16](=[O:22])[O:17][C:18]([CH3:21])([CH3:20])[CH3:19])=[CH:8][CH:9]=2)[CH:4]=[CH:3][N:2]=1.CCCC[N+](CCCC)(CCCC)CCCC.[F-].CCOC(C)=O, predict the reaction product. (5) Given the reactants [CH:1]([N:4]([CH3:43])[C@@H:5]1[CH2:10][CH2:9][C@H:8]([N:11]2[CH2:15][CH2:14][C@@H:13]([CH2:16][C:17]3([C:22]4[CH:27]=[CH:26][CH:25]=[C:24]([C:28]([F:31])([F:30])[F:29])[CH:23]=4)OCC[O:18]3)[C:12]2=[O:32])[C@H:7]([CH2:33][S:34]([C:37]2[CH:42]=[CH:41][CH:40]=[CH:39][CH:38]=2)(=[O:36])=[O:35])[CH2:6]1)([CH3:3])[CH3:2], predict the reaction product. The product is: [O:18]=[C:17]([C:22]1[CH:27]=[CH:26][CH:25]=[C:24]([C:28]([F:30])([F:31])[F:29])[CH:23]=1)[CH2:16][C@@H:13]1[CH2:14][CH2:15][N:11]([C@H:8]2[CH2:9][CH2:10][C@@H:5]([N:4]([CH:1]([CH3:2])[CH3:3])[CH3:43])[CH2:6][C@H:7]2[CH2:33][S:34]([C:37]2[CH:38]=[CH:39][CH:40]=[CH:41][CH:42]=2)(=[O:36])=[O:35])[C:12]1=[O:32]. (6) Given the reactants [C:1]([N:4]1[C:13]2[C:8](=[CH:9][C:10](Br)=[CH:11][CH:12]=2)[C@H:7]([NH:15][C:16](=[O:25])[O:17][CH2:18][C:19]2[CH:24]=[CH:23][CH:22]=[CH:21][CH:20]=2)[C@@H:6]([CH3:26])[C@@H:5]1[CH:27]1[CH2:29][CH2:28]1)(=[O:3])[CH3:2].[CH2:30]([N:37]1[CH:41]=[C:40](B2OC(C)(C)C(C)(C)O2)[CH:39]=[N:38]1)[C:31]1[CH:36]=[CH:35][CH:34]=[CH:33][CH:32]=1.C(=O)([O-])[O-].[Cs+].[Cs+].O, predict the reaction product. The product is: [C:1]([N:4]1[C:13]2[C:8](=[CH:9][C:10]([C:40]3[CH:39]=[N:38][N:37]([CH2:30][C:31]4[CH:36]=[CH:35][CH:34]=[CH:33][CH:32]=4)[CH:41]=3)=[CH:11][CH:12]=2)[C@H:7]([NH:15][C:16](=[O:25])[O:17][CH2:18][C:19]2[CH:24]=[CH:23][CH:22]=[CH:21][CH:20]=2)[C@@H:6]([CH3:26])[C@@H:5]1[CH:27]1[CH2:29][CH2:28]1)(=[O:3])[CH3:2]. (7) Given the reactants [CH3:1][C:2]1[C:16]([CH3:17])=[C:15]([CH3:18])[CH:14]=[CH:13][C:3]=1[S:4][C:5]1[CH:12]=[CH:11][C:8]([C:9]#[N:10])=[CH:7][CH:6]=1.C1COCC1.[H-].[Al+3].[Li+].[H-].[H-].[H-].[OH-].[Na+], predict the reaction product. The product is: [CH3:1][C:2]1[C:16]([CH3:17])=[C:15]([CH3:18])[CH:14]=[CH:13][C:3]=1[S:4][C:5]1[CH:12]=[CH:11][C:8]([CH2:9][NH2:10])=[CH:7][CH:6]=1. (8) The product is: [NH:18]1[CH2:17][CH2:16][CH:15]([O:14][C:12]2[CH:11]=[C:10]([CH2:33][CH2:34][OH:30])[CH:9]=[C:8]([C:7]([F:6])([F:28])[F:29])[N:13]=2)[CH2:20][CH2:19]1. Given the reactants C([Li])CCC.[F:6][C:7]([F:29])([F:28])[C:8]1[N:13]=[C:12]([O:14][CH:15]2[CH2:20][CH2:19][N:18](C(OC(C)(C)C)=O)[CH2:17][CH2:16]2)[CH:11]=[CH:10][CH:9]=1.[O:30]1[CH2:34][CH2:33]OS1(=O)=O.Cl.O.C(=O)(O)[O-].[Na+], predict the reaction product.